From a dataset of Catalyst prediction with 721,799 reactions and 888 catalyst types from USPTO. Predict which catalyst facilitates the given reaction. (1) Reactant: [Br-].[PH4+].[H-].[Na+].I[C:6]1[CH:7]=[C:8]([CH:11]=[C:12](OC)[C:13]=1OC)[CH:9]=O.[C:18](OCC)(=O)C.[CH3:24][CH2:25][CH2:26][CH2:27][CH2:28][CH3:29]. Product: [C:8]1(/[CH:9]=[CH:18]\[C:26]2[CH:25]=[CH:24][CH:29]=[CH:28][CH:27]=2)[CH:11]=[CH:12][CH:13]=[CH:6][CH:7]=1. The catalyst class is: 2. (2) Reactant: N([C:3]1[N:12]=[CH:11][CH:10]=[C:9]2[C:4]=1[CH:5]=[C:6]([C:31]1[CH:36]=[CH:35][CH:34]=[CH:33][CH:32]=1)[C:7]([C:13]1[CH:18]=[CH:17][C:16]([C:19]3([NH:23][C:24](=[O:30])[O:25][C:26]([CH3:29])([CH3:28])[CH3:27])[CH2:22][CH2:21][CH2:20]3)=[CH:15][CH:14]=1)=[N:8]2)N.C1N=CN(C(N2C=NC=C2)=O)C=1.O1CCOCC1. Product: [C:31]1([C:6]2[C:7]([C:13]3[CH:18]=[CH:17][C:16]([C:19]4([NH:23][C:24](=[O:30])[O:25][C:26]([CH3:28])([CH3:27])[CH3:29])[CH2:20][CH2:21][CH2:22]4)=[CH:15][CH:14]=3)=[N:8][C:9]3[C:4]([CH:5]=2)=[CH:3][N:12]=[CH:11][CH:10]=3)[CH:32]=[CH:33][CH:34]=[CH:35][CH:36]=1. The catalyst class is: 13. (3) Reactant: [N+:1]([C:4]1[CH:5]=[C:6]([NH:10][C:11]2[N:18]=[CH:17][CH:16]=[CH:15][C:12]=2[CH:13]=O)[CH:7]=[CH:8][CH:9]=1)([O-:3])=[O:2].[S:19]1[CH:23]=[CH:22][CH:21]=[C:20]1[CH2:24][CH2:25][CH2:26][C:27](OCC)=[O:28].[Li+].CC([N-]C(C)C)C. Product: [N+:1]([C:4]1[CH:5]=[C:6]([N:10]2[C:11]3[C:12](=[CH:15][CH:16]=[CH:17][N:18]=3)[CH:13]=[C:26]([CH2:25][CH2:24][C:20]3[S:19][CH:23]=[CH:22][CH:21]=3)[C:27]2=[O:28])[CH:7]=[CH:8][CH:9]=1)([O-:3])=[O:2]. The catalyst class is: 3. (4) Reactant: [NH2:1][C:2]1[S:3][C:4]2[CH:10]=[C:9]([O:11][S:12]([C:15]3[CH:20]=[CH:19][C:18]([F:21])=[CH:17][CH:16]=3)(=[O:14])=[O:13])[CH:8]=[CH:7][C:5]=2[N:6]=1.[CH:22]1([C:27](O)=[O:28])[CH2:26][CH2:25][CH2:24][CH2:23]1.CN(C(ON1N=NC2C=CC=CC1=2)=[N+](C)C)C.F[P-](F)(F)(F)(F)F.C(NC(C)C)(C)C. Product: [CH:22]1([C:27]([NH:1][C:2]2[S:3][C:4]3[CH:10]=[C:9]([O:11][S:12]([C:15]4[CH:20]=[CH:19][C:18]([F:21])=[CH:17][CH:16]=4)(=[O:13])=[O:14])[CH:8]=[CH:7][C:5]=3[N:6]=2)=[O:28])[CH2:26][CH2:25][CH2:24][CH2:23]1. The catalyst class is: 288. (5) Reactant: Cl[S:2]([C:5]1[CH:6]=[C:7]([CH:41]=[CH:42][CH:43]=1)[C:8]([NH:10][C:11]1[S:12][C:13]2[CH2:40][CH2:39][CH2:38][CH2:37][C:14]=2[C:15]=1[C:16]([NH:18][C:19]1[CH:24]=[CH:23][C:22]([CH2:25][CH2:26][C:27]2[CH:36]=[CH:35][C:30]([C:31]([O:33][CH3:34])=[O:32])=[CH:29][CH:28]=2)=[CH:21][CH:20]=1)=[O:17])=[O:9])(=[O:4])=[O:3].Cl.[NH2:45][C:46]1([C:49]([O:51][CH2:52][CH3:53])=[O:50])[CH2:48][CH2:47]1.C(N(CC)CC)C. Product: [CH2:52]([O:51][C:49]([C:46]1([NH:45][S:2]([C:5]2[CH:6]=[C:7]([CH:41]=[CH:42][CH:43]=2)[C:8]([NH:10][C:11]2[S:12][C:13]3[CH2:40][CH2:39][CH2:38][CH2:37][C:14]=3[C:15]=2[C:16]([NH:18][C:19]2[CH:24]=[CH:23][C:22]([CH2:25][CH2:26][C:27]3[CH:36]=[CH:35][C:30]([C:31]([O:33][CH3:34])=[O:32])=[CH:29][CH:28]=3)=[CH:21][CH:20]=2)=[O:17])=[O:9])(=[O:4])=[O:3])[CH2:48][CH2:47]1)=[O:50])[CH3:53]. The catalyst class is: 4.